Dataset: Catalyst prediction with 721,799 reactions and 888 catalyst types from USPTO. Task: Predict which catalyst facilitates the given reaction. Reactant: C(Cl)(=O)C(Cl)=O.CS(C)=O.[CH3:11][CH:12]([CH3:48])[CH2:13][C@H:14]([NH:35][C:36]([C:38]1[O:39][C:40]2[CH:46]=[CH:45][C:44]([OH:47])=[CH:43][C:41]=2[CH:42]=1)=[O:37])[C:15](=[O:34])[NH:16][CH:17]1[CH2:23][CH2:22][CH2:21][N:20]([S:24]([C:27]2[N:28]=[CH:29][N:30]([CH3:32])[CH:31]=2)(=[O:26])=[O:25])[CH2:19][CH:18]1[OH:33].CCN(CC)CC. Product: [CH3:11][CH:12]([CH3:48])[CH2:13][C@H:14]([NH:35][C:36]([C:38]1[O:39][C:40]2[CH:46]=[CH:45][C:44]([OH:47])=[CH:43][C:41]=2[CH:42]=1)=[O:37])[C:15](=[O:34])[NH:16][CH:17]1[CH2:23][CH2:22][CH2:21][N:20]([S:24]([C:27]2[N:28]=[CH:29][N:30]([CH3:32])[CH:31]=2)(=[O:25])=[O:26])[CH2:19][C:18]1=[O:33]. The catalyst class is: 2.